From a dataset of Peptide-MHC class I binding affinity with 185,985 pairs from IEDB/IMGT. Regression. Given a peptide amino acid sequence and an MHC pseudo amino acid sequence, predict their binding affinity value. This is MHC class I binding data. (1) The peptide sequence is SFSNTIQSYK. The MHC is HLA-A68:01 with pseudo-sequence HLA-A68:01. The binding affinity (normalized) is 0.522. (2) The peptide sequence is TVATRDGKL. The MHC is Patr-B0101 with pseudo-sequence Patr-B0101. The binding affinity (normalized) is 0.0333. (3) The peptide sequence is SVLEVFEGR. The MHC is HLA-A11:01 with pseudo-sequence HLA-A11:01. The binding affinity (normalized) is 0.650. (4) The peptide sequence is KACDLAMCY. The MHC is HLA-A02:03 with pseudo-sequence HLA-A02:03. The binding affinity (normalized) is 0.0847. (5) The peptide sequence is PIFFCLWVY. The MHC is HLA-A31:01 with pseudo-sequence HLA-A31:01. The binding affinity (normalized) is 0.187. (6) The peptide sequence is SRLVNQIIE. The binding affinity (normalized) is 0.0498. The MHC is Mamu-B08 with pseudo-sequence Mamu-B08. (7) The peptide sequence is RKFFSENDW. The MHC is H-2-Kb with pseudo-sequence H-2-Kb. The binding affinity (normalized) is 0.